Predict the reactants needed to synthesize the given product. From a dataset of Full USPTO retrosynthesis dataset with 1.9M reactions from patents (1976-2016). (1) Given the product [CH2:1]([O:3][C:4]([C:6]1[C:10]([C:11]2[CH:16]=[CH:15][CH:14]=[C:13]([O:17][CH3:18])[CH:12]=2)=[CH:9][S:8][C:7]=1[N:19]1[C:23](=[O:24])[C:22]2[C:21](=[CH:29][CH:28]=[CH:27][CH:26]=2)[C:20]1=[O:25])=[O:5])[CH3:2], predict the reactants needed to synthesize it. The reactants are: [CH2:1]([O:3][C:4]([C:6]1[C:10]([C:11]2[CH:16]=[CH:15][CH:14]=[C:13]([O:17][CH3:18])[CH:12]=2)=[CH:9][S:8][C:7]=1[NH2:19])=[O:5])[CH3:2].[C:20]1(=O)[O:25][C:23](=[O:24])[C:22]2=[CH:26][CH:27]=[CH:28][CH:29]=[C:21]12. (2) Given the product [OH:1][C:2]1([C:8]2[CH:13]=[CH:12][CH:11]=[CH:10][CH:9]=2)[CH2:7][CH2:6][N:5]([C:14]([O:16][C:17]([CH3:20])([CH3:19])[CH3:18])=[O:15])[CH2:4][CH2:3]1, predict the reactants needed to synthesize it. The reactants are: [OH:1][C:2]1([C:8]2[CH:13]=[CH:12][CH:11]=[CH:10][CH:9]=2)[CH2:7][CH2:6][NH:5][CH2:4][CH2:3]1.[C:14](O[C:14]([O:16][C:17]([CH3:20])([CH3:19])[CH3:18])=[O:15])([O:16][C:17]([CH3:20])([CH3:19])[CH3:18])=[O:15]. (3) Given the product [CH2:25]1[C:26]2[C:21](=[CH:20][C:19]([NH:18][C:10]3[N:9]=[C:8]([CH2:7][CH2:6][C:5]4[CH:36]=[CH:37][CH:38]=[CH:39][C:4]=4[CH2:3][C:2]([NH2:1])=[O:40])[C:13]([C:14]([F:16])([F:17])[F:15])=[CH:12][N:11]=3)=[CH:28][CH:27]=2)[CH2:22][CH2:23][NH:24]1, predict the reactants needed to synthesize it. The reactants are: [NH2:1][C:2](=[O:40])[CH2:3][C:4]1[CH:39]=[CH:38][CH:37]=[CH:36][C:5]=1[CH2:6][CH2:7][C:8]1[C:13]([C:14]([F:17])([F:16])[F:15])=[CH:12][N:11]=[C:10]([NH:18][C:19]2[CH:20]=[C:21]3[C:26](=[CH:27][CH:28]=2)[CH2:25][N:24](C(OC(C)(C)C)=O)[CH2:23][CH2:22]3)[N:9]=1.C(OC(N1CCC2C(=CC=C(NC3N=C(CCC4C=CC=CC=4CC([O-])=O)C(C(F)(F)F)=CN=3)C=2)C1)=O)(C)(C)C.[Li+].CN(C(ON1N=NC2C=CC=NC1=2)=[N+](C)C)C.F[P-](F)(F)(F)(F)F.C(=O)([O-])[O-].[NH4+].[NH4+].CCN(C(C)C)C(C)C.C(=O)(O)[O-].[Na+]. (4) Given the product [CH2:1]([O:3][C:4]([C:6]1[N:11]=[C:10]([N:30]2[CH2:35][CH2:34][CH2:33][CH2:32][CH2:31]2)[C:9]2[N:13]=[C:14]([C:16]3[CH:21]=[CH:20][CH:19]=[CH:18][CH:17]=3)[S:15][C:8]=2[C:7]=1[O:22][CH2:23][C:24]1[CH:29]=[CH:28][CH:27]=[CH:26][CH:25]=1)=[O:5])[CH3:2], predict the reactants needed to synthesize it. The reactants are: [CH2:1]([O:3][C:4]([C:6]1[N:11]=[C:10](I)[C:9]2[N:13]=[C:14]([C:16]3[CH:21]=[CH:20][CH:19]=[CH:18][CH:17]=3)[S:15][C:8]=2[C:7]=1[O:22][CH2:23][C:24]1[CH:29]=[CH:28][CH:27]=[CH:26][CH:25]=1)=[O:5])[CH3:2].[NH:30]1[CH2:35][CH2:34][CH2:33][CH2:32][CH2:31]1.C(N(CC)CC)C. (5) Given the product [Cl:8][C:6]1[N:5]=[C:4]([CH:9]2[CH2:11][CH2:10]2)[N:3]=[C:2]([O:12][C:13]2[CH:22]=[C:21]([CH3:23])[C:16]3[NH:17][C:18](=[O:20])[O:19][C:15]=3[CH:14]=2)[CH:7]=1, predict the reactants needed to synthesize it. The reactants are: Cl[C:2]1[CH:7]=[C:6]([Cl:8])[N:5]=[C:4]([CH:9]2[CH2:11][CH2:10]2)[N:3]=1.[OH:12][C:13]1[CH:22]=[C:21]([CH3:23])[C:16]2[NH:17][C:18](=[O:20])[O:19][C:15]=2[CH:14]=1.C(=O)([O-])[O-].[Cs+].[Cs+]. (6) Given the product [CH2:1]([C:5]1[NH:9][C:8]2=[C:10]([C:11]#[N:12])[C:18]([CH3:20])=[C:17]([C:21]3[CH:26]=[CH:25][CH:24]=[CH:23][CH:22]=3)[C:16](=[O:15])[N:7]2[N:6]=1)[CH2:2][CH2:3][CH3:4], predict the reactants needed to synthesize it. The reactants are: [CH2:1]([C:5]1[N:9]=[C:8]([CH2:10][C:11]#[N:12])[NH:7][N:6]=1)[CH2:2][CH2:3][CH3:4].C([O:15][C:16](=O)[CH:17]([C:21]1[CH:26]=[CH:25][CH:24]=[CH:23][CH:22]=1)[C:18]([CH3:20])=O)C.C([O-])(=O)C.[NH4+].